Task: Predict the product of the given reaction.. Dataset: Forward reaction prediction with 1.9M reactions from USPTO patents (1976-2016) (1) Given the reactants [OH:1][C:2]1[C:11]2[C:6](=[N:7][CH:8]=[C:9]([I:12])[CH:10]=2)[N:5]([CH3:13])[C:4](=[O:14])[C:3]=1[C:15](=[O:22])[CH2:16][CH2:17][C:18]([O:20]C)=[O:19].C(OC1C2C(=NC=C(I)C=2)N(C)C(=O)C=1)(=O)CCC(OC)=O.C([O-])(=O)C.[Na+], predict the reaction product. The product is: [OH:1][C:2]1[C:11]2[C:6](=[N:7][CH:8]=[C:9]([I:12])[CH:10]=2)[N:5]([CH3:13])[C:4](=[O:14])[C:3]=1[C:15](=[O:22])[CH2:16][CH2:17][C:18]([OH:20])=[O:19]. (2) Given the reactants Br[CH2:2][CH2:3][CH2:4][CH2:5][CH2:6][C:7]1[C:13]2[CH:14]=[CH:15][C:16]([OH:18])=[CH:17][C:12]=2[CH2:11][CH2:10][CH2:9][C:8]=1[C:19]1[CH:24]=[CH:23][C:22]([S:25]([CH3:28])(=[O:27])=[O:26])=[CH:21][CH:20]=1.[CH3:29][NH:30][CH2:31][CH2:32][CH2:33][S:34]([CH2:36][CH2:37][CH2:38][C:39]([F:45])([F:44])[C:40]([F:43])([F:42])[F:41])=[O:35], predict the reaction product. The product is: [S:25]([C:22]1[CH:23]=[CH:24][C:19]([C:8]2[CH2:9][CH2:10][CH2:11][C:12]3[CH:17]=[C:16]([OH:18])[CH:15]=[CH:14][C:13]=3[C:7]=2[CH2:6][CH2:5][CH2:4][CH2:3][CH2:2][N:30]([CH3:29])[CH2:31][CH2:32][CH2:33][S:34]([CH2:36][CH2:37][CH2:38][C:39]([F:45])([F:44])[C:40]([F:41])([F:42])[F:43])=[O:35])=[CH:20][CH:21]=1)([CH3:28])(=[O:27])=[O:26]. (3) Given the reactants F[C:2](F)(F)[C:3]([CH3:5])=[O:4].CC1[CH2:10][N:11]([C:14]([O:16][CH2:17][C:18]2[CH:23]=[CH:22][CH:21]=[CH:20][CH:19]=2)=[O:15])[CH2:12]C=1.OOS([O-])=O.[K+].C(=O)(O)[O-].[Na+], predict the reaction product. The product is: [CH3:2][C:3]12[O:4][CH:5]1[CH2:10][N:11]([C:14]([O:16][CH2:17][C:18]1[CH:23]=[CH:22][CH:21]=[CH:20][CH:19]=1)=[O:15])[CH2:12]2. (4) Given the reactants C(OC([NH:7][C@H:8]([C:15]([NH:17][C:18]1[CH:19]=[C:20]([C@@H:25]([CH3:34])[CH2:26][C:27]([O:29][C:30]([CH3:33])([CH3:32])[CH3:31])=[O:28])[CH:21]=[CH:22][C:23]=1[Cl:24])=[O:16])[CH:9]([C:11]([F:14])([F:13])[F:12])[CH3:10])=O)C=C.CC1(C)CC(=O)CC(=O)C1, predict the reaction product. The product is: [Cl:24][C:23]1[CH:22]=[CH:21][C:20]([C@@H:25]([CH3:34])[CH2:26][C:27]([O:29][C:30]([CH3:33])([CH3:31])[CH3:32])=[O:28])=[CH:19][C:18]=1[NH:17][C:15](=[O:16])[C@H:8]([CH:9]([C:11]([F:14])([F:13])[F:12])[CH3:10])[NH2:7]. (5) Given the reactants [CH2:1]([O:3][CH:4]([O:23][CH2:24][CH3:25])[C:5]([C:7]1[S:8][C:9](=[S:22])[S:10][C:11]=1[C:12]([O:15]C1CCCCO1)([CH3:14])[CH3:13])=[O:6])[CH3:2], predict the reaction product. The product is: [CH2:1]([O:3][CH:4]([O:23][CH2:24][CH3:25])[C:5]1([OH:6])[O:15][C:12]([CH3:14])([CH3:13])[C:11]2[S:10][C:9](=[S:22])[S:8][C:7]1=2)[CH3:2]. (6) Given the reactants Br[C@@H:2]([C:11]([NH:13][C@H:14]([C:24]1[CH:29]=[CH:28][C:27]([Cl:30])=[CH:26][CH:25]=1)[C@@H:15]([C:17]1[CH:22]=[CH:21][CH:20]=[C:19]([Cl:23])[CH:18]=1)[OH:16])=[O:12])[CH2:3][C:4]([O:6][C:7]([CH3:10])([CH3:9])[CH3:8])=[O:5].[H-].[Na+], predict the reaction product. The product is: [Cl:23][C:19]1[CH:18]=[C:17]([C@@H:15]2[C@@H:14]([C:24]3[CH:29]=[CH:28][C:27]([Cl:30])=[CH:26][CH:25]=3)[NH:13][C:11](=[O:12])[C@H:2]([CH2:3][C:4]([O:6][C:7]([CH3:10])([CH3:9])[CH3:8])=[O:5])[O:16]2)[CH:22]=[CH:21][CH:20]=1.[Cl:23][C:19]1[CH:18]=[C:17]([C@@H:15]2[C@@H:14]([C:24]3[CH:29]=[CH:28][C:27]([Cl:30])=[CH:26][CH:25]=3)[NH:13][C:11](=[O:12])[C@@H:2]([CH2:3][C:4]([O:6][C:7]([CH3:10])([CH3:9])[CH3:8])=[O:5])[O:16]2)[CH:22]=[CH:21][CH:20]=1. (7) Given the reactants C(P1(=O)OP(CCC)(=O)OP(CCC)(=O)O1)CC.[NH2:19][CH2:20][CH2:21][CH2:22][C:23]1[C:24]([NH:31][CH2:32][CH2:33][CH2:34][CH2:35][CH3:36])=[N:25][C:26]([NH2:30])=[N:27][C:28]=1[CH3:29].[C:37]1([CH2:47][C:48](O)=[O:49])[CH:42]=[CH:41][C:40]([CH2:43][C:44]([OH:46])=[O:45])=[CH:39][CH:38]=1, predict the reaction product. The product is: [NH2:30][C:26]1[N:27]=[C:28]([CH3:29])[C:23]([CH2:22][CH2:21][CH2:20][NH:19][C:48](=[O:49])[CH2:47][C:37]2[CH:42]=[CH:41][C:40]([CH2:43][C:44]([OH:46])=[O:45])=[CH:39][CH:38]=2)=[C:24]([NH:31][CH2:32][CH2:33][CH2:34][CH2:35][CH3:36])[N:25]=1.